The task is: Predict the reaction yield, written as a fraction of the theoretical maximum amount of product (1.0 means a 100% yield; for example, 0.34 means a 34% yield).. This data is from Reaction yield outcomes from USPTO patents with 853,638 reactions. (1) The reactants are [CH2:1]([N:8]1[CH:12]=[C:11]([C:13]([O:15][CH2:16][CH3:17])=[O:14])[C:10]([O:18][CH2:19][C:20]2[CH:25]=[CH:24][C:23]([O:26][CH2:27][C:28]3[N:29]=[C:30]([C:34]4[O:35][CH:36]=[CH:37][CH:38]=4)[O:31][C:32]=3[CH3:33])=[C:22](Br)[CH:21]=2)=[N:9]1)[C:2]1[CH:7]=[CH:6][CH:5]=[CH:4][CH:3]=1.[C:40]1(B(O)O)[CH:45]=[CH:44][CH:43]=[CH:42][CH:41]=1.C(=O)([O-])[O-].[Na+].[Na+].C(O)C. The catalyst is C1C=CC([P]([Pd]([P](C2C=CC=CC=2)(C2C=CC=CC=2)C2C=CC=CC=2)([P](C2C=CC=CC=2)(C2C=CC=CC=2)C2C=CC=CC=2)[P](C2C=CC=CC=2)(C2C=CC=CC=2)C2C=CC=CC=2)(C2C=CC=CC=2)C2C=CC=CC=2)=CC=1.C(OCC)(=O)C.C1(C)C=CC=CC=1. The product is [CH2:1]([N:8]1[CH:12]=[C:11]([C:13]([O:15][CH2:16][CH3:17])=[O:14])[C:10]([O:18][CH2:19][C:20]2[CH:25]=[CH:24][C:23]([O:26][CH2:27][C:28]3[N:29]=[C:30]([C:34]4[O:35][CH:36]=[CH:37][CH:38]=4)[O:31][C:32]=3[CH3:33])=[C:22]([C:40]3[CH:45]=[CH:44][CH:43]=[CH:42][CH:41]=3)[CH:21]=2)=[N:9]1)[C:2]1[CH:7]=[CH:6][CH:5]=[CH:4][CH:3]=1. The yield is 0.770. (2) The reactants are [C:1](Cl)(=[O:3])[CH3:2].[Cl-].[Al+3].[Cl-].[Cl-].[CH3:9][O:10][C:11]([C:13]1[CH:21]=[C:20]2[C:16]([CH:17]=[CH:18][NH:19]2)=[CH:15][CH:14]=1)=[O:12].O. The catalyst is C(Cl)Cl. The product is [CH3:9][O:10][C:11]([C:13]1[CH:21]=[C:20]2[C:16]([C:17]([C:1](=[O:3])[CH3:2])=[CH:18][NH:19]2)=[CH:15][CH:14]=1)=[O:12]. The yield is 0.990. (3) The reactants are Cl[C:2]1[CH:7]=[CH:6][N:5]=[CH:4][C:3]=1[N+:8]([O-:10])=[O:9].CC1(C)C(C)(C)OB([C:19]2[CH2:20][CH2:21][N:22]([C:25]([O:27][C:28]([CH3:31])([CH3:30])[CH3:29])=[O:26])[CH2:23][CH:24]=2)O1.C([O-])([O-])=O.[Na+].[Na+]. The catalyst is COCCOC.Cl[Pd](Cl)([P](C1C=CC=CC=1)(C1C=CC=CC=1)C1C=CC=CC=1)[P](C1C=CC=CC=1)(C1C=CC=CC=1)C1C=CC=CC=1. The product is [N+:8]([C:3]1[CH:4]=[N:5][CH:6]=[CH:7][C:2]=1[C:19]1[CH2:24][CH2:23][N:22]([C:25]([O:27][C:28]([CH3:31])([CH3:30])[CH3:29])=[O:26])[CH2:21][CH:20]=1)([O-:10])=[O:9]. The yield is 0.460. (4) The reactants are [N:1]1[CH:6]=[CH:5][CH:4]=[C:3]([O:7][CH2:8][C:9]#[N:10])[CH:2]=1.C([O-])([O-])=[O:12].[K+].[K+].CS(C)=O.OO. The catalyst is O. The product is [N:1]1[CH:6]=[CH:5][CH:4]=[C:3]([O:7][CH2:8][C:9]([NH2:10])=[O:12])[CH:2]=1. The yield is 0.550. (5) The reactants are Br[C:2]1[C:10]2[O:9][CH:8]=[CH:7][C:6]=2[CH:5]=[C:4]([O:11][CH3:12])[CH:3]=1.[CH3:13]B(O)O.C([O-])([O-])=O.[Cs+].[Cs+]. The catalyst is O1CCOCC1.O.C1C=CC(P(C2C=CC=CC=2)[C-]2C=CC=C2)=CC=1.C1C=CC(P(C2C=CC=CC=2)[C-]2C=CC=C2)=CC=1.Cl[Pd]Cl.[Fe+2]. The product is [CH3:12][O:11][C:4]1[CH:3]=[C:2]([CH3:13])[C:10]2[O:9][CH:8]=[CH:7][C:6]=2[CH:5]=1. The yield is 0.380.